Predict the product of the given reaction. From a dataset of Forward reaction prediction with 1.9M reactions from USPTO patents (1976-2016). (1) Given the reactants C([O:3][C:4](=[O:23])[C@@H:5]([O:21][CH3:22])[CH2:6][C:7]1[CH:12]=[CH:11][C:10]([C:13]2[CH:18]=[CH:17][CH:16]=[C:15]([CH2:19][OH:20])[CH:14]=2)=[CH:9][CH:8]=1)C.O[C:25]1[CH:38]=[CH:37][C:28]([C:29]([C:31]2[CH:36]=[CH:35][CH:34]=[CH:33][CH:32]=2)=[O:30])=[CH:27][CH:26]=1, predict the reaction product. The product is: [C:29]([C:28]1[CH:27]=[C:26]([CH:25]=[CH:38][CH:37]=1)[O:20][CH2:19][C:15]1[CH:14]=[C:13]([C:10]2[CH:11]=[CH:12][C:7]([CH2:6][C@H:5]([O:21][CH3:22])[C:4]([OH:23])=[O:3])=[CH:8][CH:9]=2)[CH:18]=[CH:17][CH:16]=1)(=[O:30])[C:31]1[CH:32]=[CH:33][CH:34]=[CH:35][CH:36]=1. (2) Given the reactants Cl.[CH3:2][C:3]1[CH:8]=[CH:7][C:6]([CH2:9][C:10]([NH2:12])=[NH:11])=[CH:5][CH:4]=1.O.[NH2:14]N.[C:16]([NH:19][CH:20]([CH3:28])[C:21](=O)[C:22](OCC)=[O:23])(=[O:18])[CH3:17], predict the reaction product. The product is: [CH3:2][C:3]1[CH:4]=[CH:5][C:6]([CH2:9][C:10]2[NH:12][C:22](=[O:23])[C:21]([CH:20]([NH:19][C:16](=[O:18])[CH3:17])[CH3:28])=[N:14][N:11]=2)=[CH:7][CH:8]=1. (3) Given the reactants [Br:1][C:2]1C=[CH:13][C:5]([O:6][C@@H:7]2[CH2:11][O:10][CH2:9][C@H:8]2[OH:12])=[CH:4][CH:3]=1.BrC1[N:21]=CC(O)=CC=1, predict the reaction product. The product is: [Br:1][C:2]1[N:21]=[CH:13][C:5]([O:6][C@@H:7]2[CH2:11][O:10][CH2:9][C@H:8]2[OH:12])=[CH:4][CH:3]=1. (4) Given the reactants [NH2:1][C:2]1[CH:3]=[C:4]([CH:21]=[CH:22][CH:23]=1)[O:5][C:6]1[CH:7]=[CH:8][C:9]2[N:10]([CH:12]=[C:13]([NH:15][C:16]([CH:18]3[CH2:20][CH2:19]3)=[O:17])[N:14]=2)[N:11]=1.[F:24][C:25]([F:36])([F:35])[C:26]1[CH:34]=[CH:33][C:29]([C:30](O)=[O:31])=[CH:28][CH:27]=1.Cl.CN(C)CCCN=C=NCC.ON1C2C=CC=CC=2N=N1, predict the reaction product. The product is: [CH:18]1([C:16]([NH:15][C:13]2[N:14]=[C:9]3[CH:8]=[CH:7][C:6]([O:5][C:4]4[CH:3]=[C:2]([NH:1][C:30](=[O:31])[C:29]5[CH:33]=[CH:34][C:26]([C:25]([F:24])([F:35])[F:36])=[CH:27][CH:28]=5)[CH:23]=[CH:22][CH:21]=4)=[N:11][N:10]3[CH:12]=2)=[O:17])[CH2:20][CH2:19]1. (5) Given the reactants [CH3:1][O:2][C:3]1[CH:4]=[C:5]([CH2:11][CH2:12][NH:13][C:14](=[O:31])[C:15]([C:21]2[CH:30]=[CH:29][C:28]3[CH2:27][CH2:26][CH2:25][CH2:24][C:23]=3[CH:22]=2)=[CH:16][O:17][CH2:18][C:19]#[CH:20])[CH:6]=[CH:7][C:8]=1[O:9][CH3:10].[F-].C([N+](CCCC)(CCCC)CCCC)CCC.C(=O)([O-])[O-].[K+].[K+].C(Cl)(Cl)(Cl)[Cl:57], predict the reaction product. The product is: [Cl:57][C:20]#[C:19][CH2:18][O:17][CH:16]=[C:15]([C:21]1[CH:30]=[CH:29][C:28]2[CH2:27][CH2:26][CH2:25][CH2:24][C:23]=2[CH:22]=1)[C:14]([NH:13][CH2:12][CH2:11][C:5]1[CH:6]=[CH:7][C:8]([O:9][CH3:10])=[C:3]([O:2][CH3:1])[CH:4]=1)=[O:31]. (6) Given the reactants [F:1][C:2]([F:11])([F:10])[C:3]1[CH:8]=[CH:7][C:6]([NH2:9])=[CH:5][CH:4]=1.[N+:12]([C:15]1[CH:16]=[C:17]([CH:20]=[CH:21][CH:22]=1)[CH:18]=O)([O-:14])=[O:13], predict the reaction product. The product is: [N+:12]([C:15]1[CH:16]=[C:17](/[CH:18]=[N:9]/[C:6]2[CH:5]=[CH:4][C:3]([C:2]([F:10])([F:11])[F:1])=[CH:8][CH:7]=2)[CH:20]=[CH:21][CH:22]=1)([O-:14])=[O:13]. (7) Given the reactants Br[CH:2]1[C:8](=O)[CH2:7][C:6]([CH3:11])([CH3:10])[CH2:5][NH:4][C:3]1=[O:12].[Cl:13][CH2:14][CH2:15][CH2:16][O:17][C:18]1[CH:23]=[CH:22][C:21]([C:24](=[S:26])[NH2:25])=[CH:20][CH:19]=1, predict the reaction product. The product is: [Cl:13][CH2:14][CH2:15][CH2:16][O:17][C:18]1[CH:23]=[CH:22][C:21]([C:24]2[S:26][C:2]3[C:3](=[O:12])[NH:4][CH2:5][C:6]([CH3:11])([CH3:10])[CH2:7][C:8]=3[N:25]=2)=[CH:20][CH:19]=1. (8) The product is: [C:1]([O:5][C:6]([N:8]1[CH2:13][CH2:12][CH:11]([NH:14][C:15]2[N:20]=[CH:19][C:18]([OH:23])=[CH:17][N:16]=2)[CH2:10][CH2:9]1)=[O:7])([CH3:4])([CH3:3])[CH3:2]. Given the reactants [C:1]([O:5][C:6]([N:8]1[CH2:13][CH2:12][CH:11]([NH:14][C:15]2[N:20]=[CH:19][C:18](Br)=[CH:17][N:16]=2)[CH2:10][CH2:9]1)=[O:7])([CH3:4])([CH3:3])[CH3:2].B1(B2OC(C)(C)C(C)(C)O2)OC(C)(C)C(C)(C)[O:23]1.C([O-])(=O)C.[K+].C(O)(=O)C.OO.O, predict the reaction product.